Dataset: Reaction yield outcomes from USPTO patents with 853,638 reactions. Task: Predict the reaction yield, written as a fraction of the theoretical maximum amount of product (1.0 means a 100% yield; for example, 0.34 means a 34% yield). (1) The reactants are Br[C:2]1[CH:11]=[N:10][CH:9]=[C:8]2[C:3]=1[CH:4]=[C:5]([C:12]([NH2:14])=[O:13])[CH:6]=[N:7]2.C(N(CC)CC)C.[C:22]([O:25][CH2:26]C)(=[O:24])C. The catalyst is CO.C1(P([C-]2C=CC=C2)C2C=CC=CC=2)C=CC=CC=1.[C-]1(P(C2C=CC=CC=2)C2C=CC=CC=2)C=CC=C1.[Fe+2].[Pd](Cl)Cl. The product is [C:12]([C:5]1[CH:6]=[N:7][C:8]2[CH:9]=[N:10][CH:11]=[C:2]([C:22]([O:25][CH3:26])=[O:24])[C:3]=2[CH:4]=1)(=[O:13])[NH2:14]. The yield is 0.710. (2) The reactants are [CH3:1][O:2][C:3]([C@@H:5]1[CH2:9][C@@H:8]([OH:10])[CH2:7][N:6]1[C:11]([O:13][C:14]([CH3:17])([CH3:16])[CH3:15])=[O:12])=[O:4].[O:18]1[C:22]2[CH:23]=[C:24](O)[CH:25]=[CH:26][C:21]=2[CH2:20][CH2:19]1. No catalyst specified. The product is [CH3:1][O:2][C:3]([C@@H:5]1[CH2:9][C@H:8]([O:10][C:24]2[CH:25]=[CH:26][C:21]3[CH2:20][CH2:19][O:18][C:22]=3[CH:23]=2)[CH2:7][N:6]1[C:11]([O:13][C:14]([CH3:17])([CH3:16])[CH3:15])=[O:12])=[O:4]. The yield is 0.416. (3) The yield is 0.976. The reactants are [CH3:1][O:2][C:3]1[CH:4]=[C:5]2[C:10](=[CH:11][CH:12]=1)[CH:9]=[C:8]([C@H:13]([CH3:17])[C:14]([OH:16])=[O:15])[CH:7]=[CH:6]2.[N+:18]([O:21][CH:22]1[O:29][CH:28]2[CH:24]([O:25][CH2:26][C@@H:27]2O)[CH2:23]1)([O-:20])=[O:19].Cl.CN(C)CCCN=C=NCC. The product is [CH3:1][O:2][C:3]1[CH:4]=[C:5]2[C:10](=[CH:11][CH:12]=1)[CH:9]=[C:8]([C@H:13]([CH3:17])[C:14]([O:16][C@@H:27]1[CH2:26][O:25][CH:24]3[CH:28]1[O:29][CH:22]([O:21][N+:18]([O-:20])=[O:19])[CH2:23]3)=[O:15])[CH:7]=[CH:6]2. The catalyst is ClCCl. (4) The reactants are N(C(OCC)=O)=NC(OCC)=O.C1(P(C2C=CC=CC=2)C2C=CC=CC=2)C=CC=CC=1.[Br:32][C:33]1[CH:34]=[C:35]([C:47]([O:49][CH3:50])=[O:48])[C:36]2[NH:37][C:38]3[CH:39]=[C:40]([OH:46])[CH:41]=[CH:42][C:43]=3[C:44]=2[N:45]=1.[O:51]1[CH2:56][CH2:55][N:54]([CH2:57][CH2:58]O)[CH2:53][CH2:52]1. The catalyst is C1COCC1. The product is [Br:32][C:33]1[CH:34]=[C:35]([C:47]([O:49][CH3:50])=[O:48])[C:36]2[NH:37][C:38]3[CH:39]=[C:40]([O:46][CH2:58][CH2:57][N:54]4[CH2:55][CH2:56][O:51][CH2:52][CH2:53]4)[CH:41]=[CH:42][C:43]=3[C:44]=2[N:45]=1. The yield is 0.530. (5) The reactants are [Br:1][C:2]1[CH:7]=[CH:6][CH:5]=[C:4]([N+:8]([O-:10])=[O:9])[C:3]=1[CH3:11].[N+:12]([O-])([OH:14])=[O:13]. The catalyst is OS(O)(=O)=O. The product is [Br:1][C:2]1[CH:7]=[CH:6][C:5]([N+:12]([O-:14])=[O:13])=[C:4]([N+:8]([O-:10])=[O:9])[C:3]=1[CH3:11]. The yield is 0.670. (6) The reactants are Cl.O1CCOCC1.[Cl:8][C:9]1[CH:14]=[CH:13][C:12]([CH:15]([NH:23][C:24]([C:26]2([NH:41]C(=O)OC(C)(C)C)[CH2:31][CH2:30][N:29]([C:32]3[C:33]4[CH:40]=[CH:39][NH:38][C:34]=4[N:35]=[CH:36][N:37]=3)[CH2:28][CH2:27]2)=[O:25])[CH2:16][CH2:17][NH:18][S:19]([CH3:22])(=[O:21])=[O:20])=[CH:11][CH:10]=1.C(O)(C(F)(F)F)=O. No catalyst specified. The product is [NH2:41][C:26]1([C:24]([NH:23][CH:15]([C:12]2[CH:11]=[CH:10][C:9]([Cl:8])=[CH:14][CH:13]=2)[CH2:16][CH2:17][NH:18][S:19]([CH3:22])(=[O:20])=[O:21])=[O:25])[CH2:27][CH2:28][N:29]([C:32]2[C:33]3[CH:40]=[CH:39][NH:38][C:34]=3[N:35]=[CH:36][N:37]=2)[CH2:30][CH2:31]1. The yield is 0.652. (7) The reactants are ClC1C=C2C(=CC=1)[C@@]1(COC3C=CC(C(O)=O)=CC=3N(C[C@@H]3CC[C@H]3[C@@H](O)CC=C)C1)CCC2.CC[C@@H](S(N)(=O)=O)CC=C.CC[C@H](S(N)(=O)=O)CC=C.[Cl:55][C:56]1[CH:57]=[C:58]2[C:63](=[CH:64][CH:65]=1)[C@@:62]1([CH2:71][O:70][C:69]3[CH:72]=[CH:73][C:74]([C:76]([NH:78][S:79]([C@@H:82]([CH2:85][CH:86]=[CH2:87])[CH2:83][CH3:84])(=[O:81])=[O:80])=[O:77])=[CH:75][C:68]=3[N:67]([CH2:88][C@@H:89]3[CH2:92][CH2:91][C@H:90]3[C@@H:93]([OH:97])[CH2:94][CH:95]=[CH2:96])[CH2:66]1)[CH2:61][CH2:60][CH2:59]2. No catalyst specified. The product is [Cl:55][C:56]1[CH:57]=[C:58]2[C:63](=[CH:64][CH:65]=1)[C@@:62]1([CH2:71][O:70][C:69]3[CH:72]=[CH:73][C:74]([C:76]([NH:78][S:79]([C@H:82]([CH2:85][CH:86]=[CH2:87])[CH2:83][CH3:84])(=[O:81])=[O:80])=[O:77])=[CH:75][C:68]=3[N:67]([CH2:88][C@@H:89]3[CH2:92][CH2:91][C@H:90]3[C@@H:93]([OH:97])[CH2:94][CH:95]=[CH2:96])[CH2:66]1)[CH2:61][CH2:60][CH2:59]2. The yield is 0.810. (8) The reactants are [CH3:1][C:2]1[CH:3]=[C:4]([N:9]=[C:10]=[O:11])[CH:5]=[CH:6][C:7]=1[CH3:8].Cl.[NH2:13][CH2:14][C:15]1[CH:23]=[CH:22][CH:21]=[C:20]2[C:16]=1[CH2:17][N:18]([CH:25]1[CH2:30][CH2:29][C:28](=[O:31])[NH:27][C:26]1=[O:32])[C:19]2=[O:24].C(N(CC)CC)C. The catalyst is C1COCC1. The product is [CH3:1][C:2]1[CH:3]=[C:4]([NH:9][C:10]([NH:13][CH2:14][C:15]2[CH:23]=[CH:22][CH:21]=[C:20]3[C:16]=2[CH2:17][N:18]([CH:25]2[CH2:30][CH2:29][C:28](=[O:31])[NH:27][C:26]2=[O:32])[C:19]3=[O:24])=[O:11])[CH:5]=[CH:6][C:7]=1[CH3:8]. The yield is 0.910. (9) The reactants are [CH3:1][C@@H:2]1[CH2:7][O:6][CH2:5][CH2:4][NH:3]1.C(N=C=NCCCN(C)C)C.OC1C2N=NNC=2C=CC=1.[NH2:29][C:30]1[CH:38]=[CH:37][C:33]([C:34](O)=[O:35])=[CH:32][N:31]=1. The catalyst is C(O)C. The product is [NH2:29][C:30]1[N:31]=[CH:32][C:33]([C:34]([N:3]2[CH2:4][CH2:5][O:6][CH2:7][C@H:2]2[CH3:1])=[O:35])=[CH:37][CH:38]=1. The yield is 0.360. (10) The reactants are [F:1][C:2]1[CH:3]=[C:4]([CH:38]=[C:39]([F:41])[CH:40]=1)[CH2:5][C:6]1[CH:7]=[C:8]2[C:12](=[CH:13][CH:14]=1)[NH:11][N:10]=[C:9]2[NH:15][C:16](=[O:37])[C:17]1[CH:22]=[CH:21][C:20]([N:23]2[CH2:28][CH2:27][N:26]([CH3:29])[CH2:25][CH2:24]2)=[CH:19][C:18]=1[NH:30][CH:31]1[CH2:36][CH2:35][O:34][CH2:33][CH2:32]1.Cl[C:43]([O:45][CH2:46][CH3:47])=[O:44]. The catalyst is O1CCCC1.O.CCOC(C)=O. The product is [F:1][C:2]1[CH:3]=[C:4]([CH:38]=[C:39]([F:41])[CH:40]=1)[CH2:5][C:6]1[CH:7]=[C:8]2[C:12](=[CH:13][CH:14]=1)[N:11]([C:43]([O:45][CH2:46][CH3:47])=[O:44])[N:10]=[C:9]2[NH:15][C:16]([C:17]1[CH:22]=[CH:21][C:20]([N:23]2[CH2:28][CH2:27][N:26]([CH3:29])[CH2:25][CH2:24]2)=[CH:19][C:18]=1[NH:30][CH:31]1[CH2:32][CH2:33][O:34][CH2:35][CH2:36]1)=[O:37]. The yield is 0.620.